From a dataset of NCI-60 drug combinations with 297,098 pairs across 59 cell lines. Regression. Given two drug SMILES strings and cell line genomic features, predict the synergy score measuring deviation from expected non-interaction effect. (1) Drug 1: COC1=CC(=CC(=C1O)OC)C2C3C(COC3=O)C(C4=CC5=C(C=C24)OCO5)OC6C(C(C7C(O6)COC(O7)C8=CC=CS8)O)O. Drug 2: C(CCl)NC(=O)N(CCCl)N=O. Cell line: RXF 393. Synergy scores: CSS=16.6, Synergy_ZIP=-5.43, Synergy_Bliss=-1.11, Synergy_Loewe=-21.2, Synergy_HSA=-1.41. (2) Drug 1: COC1=C(C=C2C(=C1)N=CN=C2NC3=CC(=C(C=C3)F)Cl)OCCCN4CCOCC4. Drug 2: C1=C(C(=O)NC(=O)N1)N(CCCl)CCCl. Cell line: TK-10. Synergy scores: CSS=39.5, Synergy_ZIP=-0.182, Synergy_Bliss=1.93, Synergy_Loewe=-4.32, Synergy_HSA=5.43. (3) Drug 1: CN(C)N=NC1=C(NC=N1)C(=O)N. Drug 2: C1=NC2=C(N1)C(=S)N=C(N2)N. Cell line: MALME-3M. Synergy scores: CSS=17.3, Synergy_ZIP=-8.02, Synergy_Bliss=1.44, Synergy_Loewe=-11.5, Synergy_HSA=-0.248. (4) Drug 1: CC1=C(N=C(N=C1N)C(CC(=O)N)NCC(C(=O)N)N)C(=O)NC(C(C2=CN=CN2)OC3C(C(C(C(O3)CO)O)O)OC4C(C(C(C(O4)CO)O)OC(=O)N)O)C(=O)NC(C)C(C(C)C(=O)NC(C(C)O)C(=O)NCCC5=NC(=CS5)C6=NC(=CS6)C(=O)NCCC[S+](C)C)O. Drug 2: CCCCC(=O)OCC(=O)C1(CC(C2=C(C1)C(=C3C(=C2O)C(=O)C4=C(C3=O)C=CC=C4OC)O)OC5CC(C(C(O5)C)O)NC(=O)C(F)(F)F)O. Cell line: MDA-MB-231. Synergy scores: CSS=49.3, Synergy_ZIP=-8.62, Synergy_Bliss=-6.12, Synergy_Loewe=-2.75, Synergy_HSA=-1.72. (5) Drug 1: C1CC(=O)NC(=O)C1N2C(=O)C3=CC=CC=C3C2=O. Drug 2: CN(C(=O)NC(C=O)C(C(C(CO)O)O)O)N=O. Cell line: HCC-2998. Synergy scores: CSS=-15.8, Synergy_ZIP=-0.402, Synergy_Bliss=-26.3, Synergy_Loewe=-33.7, Synergy_HSA=-39.9. (6) Drug 1: C#CCC(CC1=CN=C2C(=N1)C(=NC(=N2)N)N)C3=CC=C(C=C3)C(=O)NC(CCC(=O)O)C(=O)O. Drug 2: C1CN(CCN1C(=O)CCBr)C(=O)CCBr. Cell line: NCI-H522. Synergy scores: CSS=25.0, Synergy_ZIP=-1.10, Synergy_Bliss=2.05, Synergy_Loewe=4.57, Synergy_HSA=4.67.